This data is from Experimentally validated miRNA-target interactions with 360,000+ pairs, plus equal number of negative samples. The task is: Binary Classification. Given a miRNA mature sequence and a target amino acid sequence, predict their likelihood of interaction. (1) The miRNA is hsa-miR-3191-5p with sequence CUCUCUGGCCGUCUACCUUCCA. The protein sequence of the target gene is MFQRLSSLFFSTPSPPEDPDCPRAFVSEEDEVDGWLIIDLPDSYAAPPSPGAAPAPAGRPPPAPSLMDESWFVTPPACFTAEGPGLGPARLQSSPLEDLLIEHPSMSVYVTGSTIVLEPGSPSPLPDAALPDGDLSEGELTPARREPRAARHAAPLPARAALLEKAGQVRRLQRARQRAERHALSAKAVQRQNRARESRPRRSKNQSSFIYQPCQRQFNY. Result: 0 (no interaction). (2) The miRNA is hsa-miR-892c-5p with sequence UAUUCAGAAAGGUGCCAGUCA. The protein sequence of the target gene is MNMVKRIMGRPRQEECSPQDNALGLMHLRRLFTELCHPPRHMTQKEQEEKLYMMLPVFNRVFGNAPPNTMTEKFSDLLQFTTQVSRLMVTEIRRRASNKSTEAASRAIVQFLEINQSEEASRGWMLLTTINLLASSGQKTVDCMTTMSVPSTLVKCLYLFFDLPHVPEAVGGAQNELPLAERRGLLQKVFVQILVKLCSFVSPAEELAQKDDLQLLFSAITSWCPPYNLPWRKSAGEVLMTISRHGLSVNVVKYIHEKECLSTCVQNMQQSDDLSPLEIVEMFAGLSCFLKDSSDVSQTL.... Result: 1 (interaction). (3) The miRNA is mmu-miR-378a-5p with sequence CUCCUGACUCCAGGUCCUGUGU. The protein sequence of the target gene is MTCYRGFLLGSCCRVAGGRAAALRGPGAGGPAARPRLGGDGGGRRHLGQGQPRELAGCGSRADGGFRPSRVVVVAKTTRYEFEQQRYRYAELSEEDLKQLLALKGSSYSGLLERHHIHTKNVEHIIDSLRNEGIEVRLVKRREYDEETVRWADAVIAAGGDGTMLLAASKVLDRLKPVIGVNTDPERSEGHLCLPVRYTHSFPEALQKFYRGEFRWLWRQRIRLYLEGTGINPVPVDLHEQQLSLNQHNRALNIERAHDERSEASGPQLLPVRALNEVFIGESLSSRASYYEISVDDGPW.... Result: 0 (no interaction). (4) The miRNA is hsa-miR-4768-5p with sequence AUUCUCUCUGGAUCCCAUGGAU. The protein sequence of the target gene is MSSPGIDGDPKPPCLPRNGLVKLPGQPNGLGAASITKGTPATKNRPCQPPPPPTLPPPSLAAPLSRAALAGGPCTPAGGPASALAPGHPAERPPLATDEKILNGLFWYFSACEKCVLAQVCKAWRRVLYQPKFWAGLTPVLHAKELYNVLPGGEKEFVNLQGFAARGFEGFCLVGVSDLDICEFIDNYALSKKGVKAMSLKRSTITDAGLEVMLEQMQGVVRLELSGCNDFTEAGLWSSLSARITSLSVSDCINVADDAIAAISQLLPNLAELSLQAYHVTDTALAYFTARQGHSTHTLR.... Result: 1 (interaction). (5) The miRNA is hsa-miR-6854-5p with sequence AAGCUCAGGUUUGAGAACUGCUGA. The protein sequence of the target gene is MTKIKADPDGPEAQAEACSGERTYQELLVNQNPIAQPLASRRLTRKLYKCIKKAVKQKQIRRGVKEVQKFVNKGEKGIMVLAGDTLPIEVYCHLPVMCEDRNLPYVYIPSKTDLGAAAGSKRPTCVIMVKPHEEYQEAYDECLEEVQSLPLPL. Result: 0 (no interaction). (6) The miRNA is rno-miR-150-5p with sequence UCUCCCAACCCUUGUACCAGUG. The protein sequence of the target gene is MTSEVIEDEKQFYSKAKTYWKQIPPTVDGMLGGYGHISSIDINSSRKFLQRFLREGPNKTGTSCALDCGAGIGRITKRLLLPLFREVDMVDITEDFLVQAKTYLGEEGKRVRNYFCCGLQDFTPEPDSYDVIWIQWVIGHLTDQHLAEFLRRCKGSLRPNGIIVIKDNMAQEGVILDDVDSSVCRDLDVVRRIICSAGLSLLAEERQENLPDEIYHVYSFALR. Result: 0 (no interaction).